Predict the reactants needed to synthesize the given product. From a dataset of Full USPTO retrosynthesis dataset with 1.9M reactions from patents (1976-2016). (1) Given the product [Br:13][C:14]1[CH:19]=[C:18]([F:20])[C:17]([CH:24]=[O:25])=[C:16]([F:21])[CH:15]=1, predict the reactants needed to synthesize it. The reactants are: C(NC(C)C)(C)C.[Li]CCCC.[Br:13][C:14]1[CH:19]=[C:18]([F:20])[CH:17]=[C:16]([F:21])[CH:15]=1.CN(C)[CH:24]=[O:25]. (2) The reactants are: [H-].[Na+].[CH2:3]1[CH2:7][O:6][CH2:5][CH2:4]1.[CH:8](=O)[CH2:9][CH3:10].[OH2:12]. Given the product [C:5]([O:6][CH2:7][CH3:3])(=[O:12])/[CH:4]=[CH:8]/[CH2:9][CH3:10], predict the reactants needed to synthesize it. (3) Given the product [CH2:1]([O:3][C:4]([C:6]1[O:14][C:21]2=[N:22][CH:23]=[CH:24][C:25]([O:26][CH3:27])=[C:20]2[C:19]=1[OH:29])=[O:5])[CH3:2], predict the reactants needed to synthesize it. The reactants are: [CH2:1]([O:3][C:4]([C:6]1[O:14]C2N=NC=CC=2C=1O)=[O:5])[CH3:2].C(O[C:19](=[O:29])[C:20]1[C:25]([O:26][CH3:27])=[CH:24][CH:23]=[N:22][C:21]=1Cl)C. (4) Given the product [C:43]([C:42]1[CH:45]=[CH:46][C:39]([NH:38][C:5]([NH:35][C:34]2[CH:36]=[CH:37][C:31]([C:21]3[N:22]=[C:23]([N:24]4[CH2:29][CH2:28][O:27][CH2:26][C@@H:25]4[CH3:30])[C:18]4[N:17]=[N:16][N:15]([CH2:13][CH3:14])[C:19]=4[N:20]=3)=[CH:32][CH:33]=2)=[O:11])=[CH:40][CH:41]=1)#[N:44], predict the reactants needed to synthesize it. The reactants are: ClC(Cl)(O[C:5](=[O:11])OC(Cl)(Cl)Cl)Cl.[CH2:13]([N:15]1[C:19]2[N:20]=[C:21]([C:31]3[CH:37]=[CH:36][C:34]([NH2:35])=[CH:33][CH:32]=3)[N:22]=[C:23]([N:24]3[CH2:29][CH2:28][O:27][CH2:26][C@@H:25]3[CH3:30])[C:18]=2[N:17]=[N:16]1)[CH3:14].[NH2:38][C:39]1[CH:46]=[CH:45][C:42]([C:43]#[N:44])=[CH:41][CH:40]=1.CCN(CC)CC. (5) Given the product [CH3:1][O:2][C:3]([C:4]1[N:6]([C:21]2[CH:26]=[CH:25][CH:24]=[CH:23][CH:22]=2)[C:7]2[C:12]([C:13](=[O:16])[C:14]=1[CH3:15])=[CH:11][CH:10]=[C:9]([C:17]([F:20])([F:19])[F:18])[N:8]=2)=[O:27], predict the reactants needed to synthesize it. The reactants are: [CH3:1][O:2][C:3](=[O:27])[C:4]([N:6]([C:21]1[CH:26]=[CH:25][CH:24]=[CH:23][CH:22]=1)[C:7]1[C:12]([C:13](=[O:16])[CH2:14][CH3:15])=[CH:11][CH:10]=[C:9]([C:17]([F:20])([F:19])[F:18])[N:8]=1)=O.CO.C(=O)([O-])[O-].[K+].[K+]. (6) Given the product [Cl:2][C:3]1[N:4]=[C:5]([C:10]([NH:12][C@H:13]2[CH2:18][CH2:17][N:16]([C:23]3[N:28]=[CH:27][CH:26]=[CH:25][N:24]=3)[CH2:15][C@H:14]2[O:19][CH2:20][CH3:21])=[O:11])[NH:6][C:7]=1[CH2:8][CH3:9], predict the reactants needed to synthesize it. The reactants are: Cl.[Cl:2][C:3]1[N:4]=[C:5]([C:10]([NH:12][C@H:13]2[CH2:18][CH2:17][NH:16][CH2:15][C@H:14]2[O:19][CH2:20][CH3:21])=[O:11])[NH:6][C:7]=1[CH2:8][CH3:9].Cl[C:23]1[N:28]=[CH:27][CH:26]=[CH:25][N:24]=1.C(=O)([O-])[O-].[Na+].[Na+].